This data is from Catalyst prediction with 721,799 reactions and 888 catalyst types from USPTO. The task is: Predict which catalyst facilitates the given reaction. (1) Reactant: [H-].[Al+3].[Li+].[H-].[H-].[H-].[CH3:7][CH:8]([C:14](=[CH2:19])[CH2:15][CH:16]([CH3:18])[CH3:17])[C:9](OCC)=[O:10].O.[OH-].[Na+]. Product: [CH3:7][CH:8]([C:14](=[CH2:19])[CH2:15][CH:16]([CH3:18])[CH3:17])[CH2:9][OH:10]. The catalyst class is: 1. (2) Reactant: Br[CH2:2][CH2:3][O:4][CH2:5][C:6]1[CH:7]=[C:8]([CH:11]=[CH:12][CH:13]=1)[C:9]#[N:10].[OH:14][C:15]1[CH:20]=[CH:19][C:18]([CH2:21][CH2:22][OH:23])=[CH:17][CH:16]=1.C(=O)([O-])[O-].[K+].[K+]. Product: [OH:23][CH2:22][CH2:21][C:18]1[CH:19]=[CH:20][C:15]([O:14][CH2:2][CH2:3][O:4][CH2:5][C:6]2[CH:7]=[C:8]([CH:11]=[CH:12][CH:13]=2)[C:9]#[N:10])=[CH:16][CH:17]=1. The catalyst class is: 9. (3) Reactant: [C:1]([C:3]1[CH:10]=[CH:9][C:6]([CH:7]=O)=[CH:5][CH:4]=1)#[N:2].[CH3:11][C:12]1[N:13]=[CH:14][NH:15][C:16]=1[N+:17]([O-:19])=[O:18].N1CCCCC1.CN(C=O)C. Product: [N+:17]([C:16]1[NH:15][CH:14]=[N:13][C:12]=1/[CH:11]=[CH:7]/[C:6]1[CH:9]=[CH:10][C:3]([C:1]#[N:2])=[CH:4][CH:5]=1)([O-:19])=[O:18]. The catalyst class is: 41. (4) Reactant: [Br:1][C:2]1[C:7]([CH3:8])=[CH:6][CH:5]=[CH:4][C:3]=1[C:9]([C:11]1[CH:16]=[CH:15][N:14]=[C:13](SC)[N:12]=1)=[O:10].O. Product: [Br:1][C:2]1[C:7]([CH3:8])=[CH:6][CH:5]=[CH:4][C:3]=1[CH:9]([C:11]1[CH:16]=[CH:15][N:14]=[CH:13][N:12]=1)[OH:10]. The catalyst class is: 319. (5) Reactant: [C:1]([CH:6]=P(C1C=CC=CC=1)(C1C=CC=CC=1)C1C=CC=CC=1)([O:3][CH2:4][CH3:5])=[O:2].[F:26][C:27]1[CH:34]=[CH:33][CH:32]=[C:31]([F:35])[C:28]=1[CH:29]=O. Product: [F:26][C:27]1[CH:34]=[CH:33][CH:32]=[C:31]([F:35])[C:28]=1/[CH:29]=[CH:6]/[C:1]([O:3][CH2:4][CH3:5])=[O:2]. The catalyst class is: 1.